Dataset: Forward reaction prediction with 1.9M reactions from USPTO patents (1976-2016). Task: Predict the product of the given reaction. Given the reactants O[CH:2]1[CH2:15][N:14]2[C:5](=[N:6][C:7]3[C:12]([C:13]2=[O:16])=[CH:11][CH:10]=[C:9]([C:17]#[C:18][C:19]2[CH:24]=[CH:23][CH:22]=[CH:21][N:20]=2)[CH:8]=3)[CH2:4][CH2:3]1.CCN(S(F)(F)[F:31])CC, predict the reaction product. The product is: [F:31][CH:2]1[CH2:15][N:14]2[C:5](=[N:6][C:7]3[C:12]([C:13]2=[O:16])=[CH:11][CH:10]=[C:9]([C:17]#[C:18][C:19]2[CH:24]=[CH:23][CH:22]=[CH:21][N:20]=2)[CH:8]=3)[CH2:4][CH2:3]1.